Dataset: Peptide-MHC class II binding affinity with 134,281 pairs from IEDB. Task: Regression. Given a peptide amino acid sequence and an MHC pseudo amino acid sequence, predict their binding affinity value. This is MHC class II binding data. (1) The peptide sequence is VIGVAFLAVFQSATK. The MHC is DRB1_0701 with pseudo-sequence DRB1_0701. The binding affinity (normalized) is 0.262. (2) The peptide sequence is LVDANGTLHDKKSMG. The MHC is HLA-DQA10101-DQB10501 with pseudo-sequence HLA-DQA10101-DQB10501. The binding affinity (normalized) is 0. (3) The peptide sequence is FLLSYGEKDFEDYRF. The MHC is HLA-DQA10101-DQB10501 with pseudo-sequence HLA-DQA10101-DQB10501. The binding affinity (normalized) is 0.895.